From a dataset of Forward reaction prediction with 1.9M reactions from USPTO patents (1976-2016). Predict the product of the given reaction. (1) Given the reactants [CH3:1][O:2][C:3]1[CH:8]=[CH:7][C:6]([Mg]Br)=[CH:5][CH:4]=1.[O:11]1[CH2:16][CH2:15][C:14](=O)[CH2:13][CH2:12]1, predict the reaction product. The product is: [CH3:1][O:2][C:3]1[CH:8]=[CH:7][C:6]([CH:14]2[CH:13]=[CH:12][O:11][CH2:16][CH2:15]2)=[CH:5][CH:4]=1. (2) Given the reactants Br[C:2]1[N:3]=[C:4]([O:13][CH2:14][CH:15]2[CH2:19][CH2:18][CH2:17][CH2:16]2)[C:5]([N:8]2[CH2:12][CH2:11][CH2:10][CH2:9]2)=[N:6][CH:7]=1.C(N(CC)CC)C.[C]=O.[C:29]([O:32][CH2:33]C)(=[O:31])C, predict the reaction product. The product is: [CH3:33][O:32][C:29]([C:2]1[CH:7]=[N:6][C:5]([N:8]2[CH2:12][CH2:11][CH2:10][CH2:9]2)=[C:4]([O:13][CH2:14][CH:15]2[CH2:19][CH2:18][CH2:17][CH2:16]2)[N:3]=1)=[O:31].